This data is from Reaction yield outcomes from USPTO patents with 853,638 reactions. The task is: Predict the reaction yield, written as a fraction of the theoretical maximum amount of product (1.0 means a 100% yield; for example, 0.34 means a 34% yield). (1) The reactants are [F:1][C:2]1[CH:40]=[CH:39][C:5]([C:6]([NH:8][C@:9]([C:31]2[CH:36]=[CH:35][C:34]([F:37])=[C:33]([OH:38])[CH:32]=2)([C:17]2[CH:22]=[C:21]([O:23][C:24]([F:29])([F:28])[CH:25]([F:27])[F:26])[CH:20]=[C:19]([F:30])[CH:18]=2)[CH2:10][C:11]2[CH:16]=[CH:15][CH:14]=[CH:13][CH:12]=2)=[O:7])=[CH:4][C:3]=1[C:41]([F:44])([F:43])[F:42].[C:45](OC(O[C:45]([CH3:48])([CH3:47])[CH3:46])N(C)C)([CH3:48])([CH3:47])[CH3:46]. The catalyst is CN(C=O)C. The product is [C:45]([O:38][C:33]1[CH:32]=[C:31]([C@@:9]([NH:8][C:6](=[O:7])[C:5]2[CH:39]=[CH:40][C:2]([F:1])=[C:3]([C:41]([F:44])([F:43])[F:42])[CH:4]=2)([C:17]2[CH:22]=[C:21]([O:23][C:24]([F:28])([F:29])[CH:25]([F:27])[F:26])[CH:20]=[C:19]([F:30])[CH:18]=2)[CH2:10][C:11]2[CH:16]=[CH:15][CH:14]=[CH:13][CH:12]=2)[CH:36]=[CH:35][C:34]=1[F:37])([CH3:48])([CH3:47])[CH3:46]. The yield is 0.810. (2) The reactants are [C:1]1([C:8]([OH:10])=O)([C:5]([OH:7])=[O:6])[CH2:4][CH2:3][CH2:2]1.C(N(CC)CC)C.S(Cl)(Cl)=O.[F:22][C:23]1[CH:29]=[CH:28][C:26]([NH2:27])=[CH:25][CH:24]=1. The catalyst is C1COCC1.C(OCC)(=O)C. The product is [F:22][C:23]1[CH:29]=[CH:28][C:26]([NH:27][C:8]([C:1]2([C:5]([OH:7])=[O:6])[CH2:2][CH2:3][CH2:4]2)=[O:10])=[CH:25][CH:24]=1. The yield is 0.349. (3) The reactants are Cl[C:2]1[N:7]=[N:6][C:5]([C:8]2[CH:13]=[CH:12][C:11]([C@@H:14]([N:16]3[CH2:21][CH2:20][C@:19]([CH2:28][C:29]([OH:32])([CH3:31])[CH3:30])([C:22]4[CH:27]=[CH:26][CH:25]=[CH:24][CH:23]=4)[O:18][C:17]3=[O:33])[CH3:15])=[CH:10][CH:9]=2)=[CH:4][CH:3]=1.[NH:34]1[CH2:41][CH2:40][CH2:39][C@@H:35]1[C:36]([NH2:38])=[O:37]. No catalyst specified. The product is [OH:32][C:29]([CH3:31])([CH3:30])[CH2:28][C@@:19]1([C:22]2[CH:27]=[CH:26][CH:25]=[CH:24][CH:23]=2)[O:18][C:17](=[O:33])[N:16]([C@H:14]([C:11]2[CH:12]=[CH:13][C:8]([C:5]3[N:6]=[N:7][C:2]([N:34]4[CH2:41][CH2:40][CH2:39][C@@H:35]4[C:36]([NH2:38])=[O:37])=[CH:3][CH:4]=3)=[CH:9][CH:10]=2)[CH3:15])[CH2:21][CH2:20]1. The yield is 0.260. (4) The reactants are [CH3:1][O:2][C:3]1[CH:4]=[C:5]([O:21][C:22]2[CH:23]=[N:24][C:25]([S:28]([CH3:31])(=[O:30])=[O:29])=[CH:26][CH:27]=2)[CH:6]=[C:7]2[C:11]=1[NH:10][C:9]([C:12]1[S:13][CH:14]([CH2:17][C:18]([OH:20])=O)[CH2:15][N:16]=1)=[CH:8]2.Cl.C(N=C=NCCCN(C)C)C.ON1C2C=CC=CC=2N=N1.[NH2:54][CH2:55][C:56]([CH3:59])([OH:58])[CH3:57]. The catalyst is CN(C)C=O.O. The product is [OH:58][C:56]([CH3:59])([CH3:57])[CH2:55][NH:54][C:18](=[O:20])[CH2:17][CH:14]1[S:13][C:12]([C:9]2[NH:10][C:11]3[C:7]([CH:8]=2)=[CH:6][C:5]([O:21][C:22]2[CH:23]=[N:24][C:25]([S:28]([CH3:31])(=[O:30])=[O:29])=[CH:26][CH:27]=2)=[CH:4][C:3]=3[O:2][CH3:1])=[N:16][CH2:15]1. The yield is 0.650. (5) The reactants are [N+:1]([C:4]1[CH:5]=[C:6]2[C:10](=[CH:11][CH:12]=1)[NH:9][C:8](=[O:13])[C:7]2=O)([O-:3])=[O:2].[CH3:15][C:16]([CH3:18])=O.[NH3:19]. No catalyst specified. The product is [CH3:15][C:16]1[CH:18]=[C:7]([C:8]([NH2:19])=[O:13])[C:6]2[C:10](=[CH:11][CH:12]=[C:4]([N+:1]([O-:3])=[O:2])[CH:5]=2)[N:9]=1. The yield is 0.790. (6) The reactants are [C:1]1([C@H:7]2[C@H:16]3[CH2:17][CH2:18][N:19]([C:20]([C@H:22]4[CH2:27][CH2:26][CH2:25][CH2:24][C@H:23]4[NH:28][C:29]([NH:31][CH2:32][CH2:33][C:34](O)=[O:35])=[O:30])=[O:21])[C@H:15]3[C:14]3[CH:13]=[CH:12][CH:11]=[CH:10][C:9]=3[NH:8]2)[CH:6]=[CH:5][CH:4]=[CH:3][CH:2]=1.[Cl-].[NH4+].C([N:41](CC)CC)C.C(OP(C#N)(=O)OCC)C.C(=O)([O-])O.[Na+]. The catalyst is CN(C=O)C.O. The product is [C:1]1([C@H:7]2[C@H:16]3[CH2:17][CH2:18][N:19]([C:20]([C@H:22]4[CH2:27][CH2:26][CH2:25][CH2:24][C@H:23]4[NH:28][C:29]([NH:31][CH2:32][CH2:33][C:34]([NH2:41])=[O:35])=[O:30])=[O:21])[C@H:15]3[C:14]3[CH:13]=[CH:12][CH:11]=[CH:10][C:9]=3[NH:8]2)[CH:6]=[CH:5][CH:4]=[CH:3][CH:2]=1. The yield is 0.690. (7) The reactants are [F:1][C:2]1[CH:7]=[C:6]([F:8])[CH:5]=[CH:4][C:3]=1[N+:9]([O-:11])=[O:10].[Li+].[Cl-].I[C:15]1[CH:25]=[CH:24][C:18]([C:19]([O:21][CH2:22][CH3:23])=[O:20])=[CH:17][CH:16]=1.[NH4+].[Cl-]. The catalyst is C1COCC1.C1C=CC(/C=C/C(/C=C/C2C=CC=CC=2)=O)=CC=1.C1C=CC(/C=C/C(/C=C/C2C=CC=CC=2)=O)=CC=1.[Pd]. The product is [F:1][C:2]1[C:3]([N+:9]([O-:11])=[O:10])=[CH:4][CH:5]=[C:6]([F:8])[C:7]=1[C:15]1[CH:25]=[CH:24][C:18]([C:19]([O:21][CH2:22][CH3:23])=[O:20])=[CH:17][CH:16]=1. The yield is 0.920. (8) The reactants are [F:1][C:2]1[CH:25]=[CH:24][C:5]([CH2:6][CH2:7][C@@H:8]2[CH2:13][C@H:12]([C:14]3[O:18][NH:17][C:16](=[O:19])[CH:15]=3)[CH2:11][CH2:10][N:9]2C(OC)=O)=[CH:4][CH:3]=1.C(O)(=O)C. The catalyst is Br. The product is [F:1][C:2]1[CH:3]=[CH:4][C:5]([CH2:6][CH2:7][C@@H:8]2[CH2:13][C@H:12]([C:14]3[O:18][NH:17][C:16](=[O:19])[CH:15]=3)[CH2:11][CH2:10][NH:9]2)=[CH:24][CH:25]=1. The yield is 0.650. (9) The reactants are Br[C:2]1[CH:3]=[CH:4][C:5]2[N:9]=[C:8]([C@@H:10]3[CH2:15][C@@H:14]4[C@@H:12]([CH2:13]4)[N:11]3[C:16]([O:18][C:19]([CH3:22])([CH3:21])[CH3:20])=[O:17])[NH:7][C:6]=2[CH:23]=1.[B:24]1([B:24]2[O:28][C:27]([CH3:30])([CH3:29])[C:26]([CH3:32])([CH3:31])[O:25]2)[O:28][C:27]([CH3:30])([CH3:29])[C:26]([CH3:32])([CH3:31])[O:25]1.C([O-])(=O)C.[K+]. The catalyst is O1CCOCC1.C1C=CC([P]([Pd]([P](C2C=CC=CC=2)(C2C=CC=CC=2)C2C=CC=CC=2)([P](C2C=CC=CC=2)(C2C=CC=CC=2)C2C=CC=CC=2)[P](C2C=CC=CC=2)(C2C=CC=CC=2)C2C=CC=CC=2)(C2C=CC=CC=2)C2C=CC=CC=2)=CC=1. The product is [CH3:31][C:26]1([CH3:32])[C:27]([CH3:30])([CH3:29])[O:28][B:24]([C:2]2[CH:3]=[CH:4][C:5]3[N:9]=[C:8]([C@@H:10]4[CH2:15][C@@H:14]5[C@@H:12]([CH2:13]5)[N:11]4[C:16]([O:18][C:19]([CH3:22])([CH3:21])[CH3:20])=[O:17])[NH:7][C:6]=3[CH:23]=2)[O:25]1. The yield is 0.770. (10) The reactants are [F:1][C:2]1[CH:3]=[C:4]2[C:8](=[CH:9][CH:10]=1)[NH:7][C:6](=[O:11])[CH2:5]2.[Li+].C[Si]([N-][Si](C)(C)C)(C)C.C1COCC1.O=[C:28]1[C:36]2[C:31](=[CH:32][C:33]([CH2:37][CH2:38][C:39]([OH:41])=[O:40])=[CH:34][CH:35]=2)[CH2:30][O:29]1.S(=O)(=O)(O)O. The catalyst is C1COCC1.O. The product is [F:1][C:2]1[CH:3]=[C:4]2[C:8](=[CH:9][CH:10]=1)[NH:7][C:6](=[O:11])[C:5]2=[C:28]1[C:36]2[C:31](=[CH:32][C:33]([CH2:37][CH2:38][C:39]([OH:41])=[O:40])=[CH:34][CH:35]=2)[CH2:30][O:29]1. The yield is 0.590.